Dataset: HIV replication inhibition screening data with 41,000+ compounds from the AIDS Antiviral Screen. Task: Binary Classification. Given a drug SMILES string, predict its activity (active/inactive) in a high-throughput screening assay against a specified biological target. (1) The result is 0 (inactive). The drug is NNC(=O)C(=O)NN=C(CCCC(=O)Nc1ccc(Cl)cc1)CC(=O)c1ccc(F)cc1. (2) The molecule is CC(C)(C)N=CN1C=Cc2nc3ccccc3cc2C1. The result is 0 (inactive). (3) The drug is CC(C)C(Cl)=NOC(=O)Nc1cccc(Cl)c1. The result is 0 (inactive). (4) The drug is CC1(c2ccccc2)N=c2nc[nH]c2=C(C(N)=O)N1. The result is 0 (inactive). (5) The drug is CCCCCCCCCCn1cccc1C=Cc1ccc(C=Cc2cccn2CCCCCCCCCC)cc1. The result is 0 (inactive). (6) The molecule is O=C(Nc1nc(Cl)nc(Cl)n1)N1CCOCC1. The result is 0 (inactive).